Dataset: Catalyst prediction with 721,799 reactions and 888 catalyst types from USPTO. Task: Predict which catalyst facilitates the given reaction. (1) Reactant: C1C(=O)N([Br:8])C(=O)C1.[F:9][C:10]1[CH:35]=[CH:34][C:13]([CH2:14][O:15][C:16]2[CH:21]=[C:20]([CH3:22])[N:19]([C:23]3[CH:24]=[C:25]([CH:29]=[CH:30][C:31]=3[CH3:32])[C:26]([OH:28])=[O:27])[C:18](=[O:33])[CH:17]=2)=[C:12]([CH2:36][NH:37][C:38]([O:40][CH3:41])=[O:39])[CH:11]=1. Product: [Br:8][C:17]1[C:18](=[O:33])[N:19]([C:23]2[CH:24]=[C:25]([CH:29]=[CH:30][C:31]=2[CH3:32])[C:26]([OH:28])=[O:27])[C:20]([CH3:22])=[CH:21][C:16]=1[O:15][CH2:14][C:13]1[CH:34]=[CH:35][C:10]([F:9])=[CH:11][C:12]=1[CH2:36][NH:37][C:38]([O:40][CH3:41])=[O:39]. The catalyst class is: 2. (2) Reactant: [I:1]N1C(=O)CCC1=O.[CH3:9][S:10][C:11]1[N:12]=[CH:13][N:14]2[CH:18]=[CH:17][S:16][C:15]=12. Product: [I:1][C:13]1[N:14]2[C:15]([S:16][CH:17]=[CH:18]2)=[C:11]([S:10][CH3:9])[N:12]=1. The catalyst class is: 614. (3) Reactant: [S:1]1[CH:5]=[CH:4][CH:3]=[C:2]1[C:6]1[CH:7]=[CH:8][CH:9]=[C:10]2[C:15]=1[N:14]=[CH:13][N:12]=[C:11]2O.P(Cl)(Cl)(Cl)=O.ClC1C2C(=C(C3SC=CC=3)C=CC=2)N=CN=1.[CH3:38][N:39]1[C:43]([C:44]2[CH:45]=[C:46]([CH:48]=[CH:49][CH:50]=2)[NH2:47])=[CH:42][N:41]=[C:40]1[CH3:51].C(=O)([O-])O.[Na+]. Product: [CH3:38][N:39]1[C:43]([C:44]2[CH:45]=[C:46]([NH:47][C:11]3[C:10]4[C:15](=[C:6]([C:2]5[S:1][CH:5]=[CH:4][CH:3]=5)[CH:7]=[CH:8][CH:9]=4)[N:14]=[CH:13][N:12]=3)[CH:48]=[CH:49][CH:50]=2)=[CH:42][N:41]=[C:40]1[CH3:51]. The catalyst class is: 9. (4) The catalyst class is: 67. Product: [NH2:38][C@@H:25]([CH2:26][CH2:27][CH2:28][CH2:29][NH2:30])[C:24]([NH:23][C:11]1[CH:10]=[C:9]([C:8]#[C:7][C:1]2[CH:6]=[CH:5][CH:4]=[CH:3][CH:2]=2)[CH:14]=[C:13]([C:15]#[C:16][C:17]2[CH:18]=[CH:19][CH:20]=[CH:21][CH:22]=2)[CH:12]=1)=[O:46]. Reactant: [C:1]1([C:7]#[C:8][C:9]2[CH:10]=[C:11]([NH:23][C:24](=[O:46])[C@@H:25]([NH:38]C(=O)OC(C)(C)C)[CH2:26][CH2:27][CH2:28][CH2:29][NH:30]C(=O)OC(C)(C)C)[CH:12]=[C:13]([C:15]#[C:16][C:17]3[CH:22]=[CH:21][CH:20]=[CH:19][CH:18]=3)[CH:14]=2)[CH:6]=[CH:5][CH:4]=[CH:3][CH:2]=1. (5) Reactant: [Li+].CCC[CH2-].[CH3:6][Si:7]([C:10]#[CH:11])([CH3:9])[CH3:8].[CH2:12]([C@@:14]12[C:22](=[O:23])[CH2:21][CH2:20][C:19]1=[CH:18][C:17](=[O:24])[CH2:16][CH2:15]2)[CH3:13]. Product: [CH2:12]([C@@:14]12[C@:22]([OH:23])([C:11]#[C:10][Si:7]([CH3:9])([CH3:8])[CH3:6])[CH2:21][CH2:20][C:19]1=[CH:18][C:17](=[O:24])[CH2:16][CH2:15]2)[CH3:13]. The catalyst class is: 1. (6) Reactant: [F:1][C:2]1[CH:3]=[CH:4][C:5](B2OC(C)(C)C(C)(C)O2)=[C:6]2[C:10]=1[C@H:9]([O:11][C:12]1[CH:25]=[CH:24][C:15]3[C@H:16]([CH2:19][C:20]([O:22][CH3:23])=[O:21])[CH2:17][O:18][C:14]=3[CH:13]=1)[CH2:8][CH2:7]2.Br[C:36]1[C:43]([CH3:44])=[CH:42][C:39]([C:40]#[N:41])=[CH:38][C:37]=1[CH3:45].[O-]P([O-])([O-])=O.[K+].[K+].[K+].C1(P(C2CCCCC2)C2C=CC=CC=2C2C(OC)=CC=CC=2OC)CCCCC1. Product: [C:40]([C:39]1[CH:42]=[C:43]([CH3:44])[C:36]([C:5]2[CH:4]=[CH:3][C:2]([F:1])=[C:10]3[C:6]=2[CH2:7][CH2:8][C@H:9]3[O:11][C:12]2[CH:25]=[CH:24][C:15]3[C@H:16]([CH2:19][C:20]([O:22][CH3:23])=[O:21])[CH2:17][O:18][C:14]=3[CH:13]=2)=[C:37]([CH3:45])[CH:38]=1)#[N:41]. The catalyst class is: 164. (7) Reactant: N1([C:7]2[CH:17]=[CH:16][C:10]3[CH:11]=[CH:12][CH:13]=[CH:14][NH:15][C:9]=3[CH:8]=2)CCOCC1.[OH-].[Na+]. Product: [N:15]1[CH2:14][CH:13]=[CH:12][CH:11]=[C:10]2[CH:16]=[CH:17][CH:7]=[CH:8][C:9]=12. The catalyst class is: 5. (8) Reactant: [CH3:1][O:2][C:3]1[N:8]=[CH:7][C:6]([N:9]2[C:13]([N:14]3[CH:18]=[CH:17][CH:16]=[CH:15]3)=[CH:12][C:11]([C:19]([O:21]CC)=[O:20])=[N:10]2)=[CH:5][CH:4]=1.[OH-].[Na+].Cl.C(OCC)(=O)C. Product: [CH3:1][O:2][C:3]1[N:8]=[CH:7][C:6]([N:9]2[C:13]([N:14]3[CH:15]=[CH:16][CH:17]=[CH:18]3)=[CH:12][C:11]([C:19]([OH:21])=[O:20])=[N:10]2)=[CH:5][CH:4]=1. The catalyst class is: 199.